Predict the reaction yield, written as a fraction of the theoretical maximum amount of product (1.0 means a 100% yield; for example, 0.34 means a 34% yield). From a dataset of Reaction yield outcomes from USPTO patents with 853,638 reactions. (1) The reactants are [NH2:1][C:2]1[CH:7]=[C:6]([Cl:8])[CH:5]=[CH:4][C:3]=1[NH:9][C:10](=[O:18])[C:11]1[CH:16]=[CH:15][C:14](Cl)=[N:13][CH:12]=1.[CH2:19]([NH2:22])[CH2:20][NH2:21]. No catalyst specified. The product is [NH2:1][C:2]1[CH:7]=[C:6]([Cl:8])[CH:5]=[CH:4][C:3]=1[NH:9][C:10](=[O:18])[C:11]1[CH:16]=[CH:15][C:14]([NH:21][CH2:20][CH2:19][NH2:22])=[N:13][CH:12]=1. The yield is 0.590. (2) The reactants are [CH3:1][CH:2]([N:4]1[C:12]([CH:13]=[CH:14][CH:15]([OH:27])[CH2:16][CH:17]([OH:26])[CH2:18][C:19]([O:21]C(C)(C)C)=[O:20])=[C:11]([C:28]2[CH:33]=[CH:32][C:31]([F:34])=[CH:30][CH:29]=2)[C:10]2[C:5]1=[CH:6][CH:7]=[CH:8][CH:9]=2)[CH3:3].[OH-].[Na+:36].O. The catalyst is CCO. The product is [CH3:3][CH:2]([N:4]1[C:12](/[CH:13]=[CH:14]/[CH:15]([OH:27])[CH2:16][CH:17]([OH:26])[CH2:18][C:19]([O-:21])=[O:20])=[C:11]([C:28]2[CH:29]=[CH:30][C:31]([F:34])=[CH:32][CH:33]=2)[C:10]2[CH:9]=[CH:8][CH:7]=[CH:6][C:5]1=2)[CH3:1].[Na+:36]. The yield is 0.771. (3) The reactants are [OH:1][C:2]1[C:3](=[O:20])[CH:4]=[C:5]([CH2:8][NH:9][S:10]([C:13]2[CH:18]=[CH:17][CH:16]=[CH:15][C:14]=2[CH3:19])(=[O:12])=[O:11])[O:6][CH:7]=1.[OH:21][C:22]1C(=O)C=C(CNS(C2C=CC=CC=2)(=O)=O)OC=1CO. No catalyst specified. The product is [OH:1][C:2]1[C:3](=[O:20])[CH:4]=[C:5]([CH2:8][NH:9][S:10]([C:13]2[CH:18]=[CH:17][CH:16]=[CH:15][C:14]=2[CH3:19])(=[O:12])=[O:11])[O:6][C:7]=1[CH2:22][OH:21]. The yield is 0.628. (4) The reactants are [CH2:1]([C@:8]12[C:21]3[C:16](=[CH:17][C:18](Br)=[CH:19][CH:20]=3)[CH2:15][CH:14]=[C:13]1[CH:12]=[C:11]([O:23][CH2:24][CH3:25])[CH2:10][CH2:9]2)[C:2]1[CH:7]=[CH:6][CH:5]=[CH:4][CH:3]=1.[CH3:26][N:27](C=O)C. The catalyst is [C-]#N.[Zn+2].[C-]#N.C1C=CC([P]([Pd]([P](C2C=CC=CC=2)(C2C=CC=CC=2)C2C=CC=CC=2)([P](C2C=CC=CC=2)(C2C=CC=CC=2)C2C=CC=CC=2)[P](C2C=CC=CC=2)(C2C=CC=CC=2)C2C=CC=CC=2)(C2C=CC=CC=2)C2C=CC=CC=2)=CC=1. The product is [CH2:1]([C@@:8]12[CH2:9][CH2:10][C:11]([O:23][CH2:24][CH3:25])=[CH:12][C:13]1=[CH:14][CH2:15][C:16]1[CH:17]=[C:18]([C:26]#[N:27])[CH:19]=[CH:20][C:21]2=1)[C:2]1[CH:7]=[CH:6][CH:5]=[CH:4][CH:3]=1. The yield is 0.960.